Predict which catalyst facilitates the given reaction. From a dataset of Catalyst prediction with 721,799 reactions and 888 catalyst types from USPTO. (1) Reactant: O[C:2]12[CH2:11][CH:6]3[CH2:7][CH:8]([CH2:10][CH:4]([C:5]3=[O:12])[CH2:3]1)[CH2:9]2.FC(F)(F)S(O)(=O)=O.C([O-])(O)=O.[Na+]. Product: [C:2]1([C:2]23[CH2:11][CH:6]4[CH2:7][CH:8]([CH2:10][CH:4]([C:5]4=[O:12])[CH2:3]2)[CH2:9]3)[CH:11]=[CH:6][CH:5]=[CH:4][CH:3]=1. The catalyst class is: 48. (2) The catalyst class is: 1. Product: [CH2:8]([O:10][C:11]([N:13]1[CH2:18][CH2:17][N:16]([C:19](=[O:46])[C@@H:20]([NH:30][C:31]([C:33]2[CH:38]=[C:37]([N:1]3[CH:5]=[CH:4][N:3]=[CH:2]3)[N:36]=[C:35]([C:40]3[CH:41]=[CH:42][CH:43]=[CH:44][CH:45]=3)[N:34]=2)=[O:32])[CH2:21][CH2:22][C:23]([O:25][C:26]([CH3:29])([CH3:28])[CH3:27])=[O:24])[CH2:15][CH2:14]1)=[O:12])[CH3:9]. Reactant: [NH:1]1[CH:5]=[CH:4][N:3]=[CH:2]1.[H-].[Na+].[CH2:8]([O:10][C:11]([N:13]1[CH2:18][CH2:17][N:16]([C:19](=[O:46])[C@@H:20]([NH:30][C:31]([C:33]2[CH:38]=[C:37](Cl)[N:36]=[C:35]([C:40]3[CH:45]=[CH:44][CH:43]=[CH:42][CH:41]=3)[N:34]=2)=[O:32])[CH2:21][CH2:22][C:23]([O:25][C:26]([CH3:29])([CH3:28])[CH3:27])=[O:24])[CH2:15][CH2:14]1)=[O:12])[CH3:9].O. (3) Reactant: [I:1][C:2]1[C:10]2[C:5](=[CH:6][CH:7]=[C:8]([C:11]([OH:13])=O)[CH:9]=2)[NH:4][N:3]=1.[S:14]1[CH:18]=[CH:17][CH:16]=[C:15]1[C@H:19]([NH2:22])[CH2:20][CH3:21].CN(C(ON1N=NC2C=CC=CC1=2)=[N+](C)C)C.[B-](F)(F)(F)F.CCN(C(C)C)C(C)C. Product: [I:1][C:2]1[C:10]2[C:5](=[CH:6][CH:7]=[C:8]([C:11]([NH:22][C@@H:19]([C:15]3[S:14][CH:18]=[CH:17][CH:16]=3)[CH2:20][CH3:21])=[O:13])[CH:9]=2)[NH:4][N:3]=1. The catalyst class is: 3. (4) Reactant: [CH3:1][CH:2]1[O:7][C:6]2[C:8]([CH2:26][CH2:27][CH3:28])=[CH:9][C:10]([CH2:12][N:13]3[CH2:18][CH2:17][N:16](C(OC(C)(C)C)=O)[CH2:15][CH2:14]3)=[CH:11][C:5]=2[NH:4][C:3]1=[O:29].C(O)(C(F)(F)F)=O. Product: [CH3:1][CH:2]1[O:7][C:6]2[C:8]([CH2:26][CH2:27][CH3:28])=[CH:9][C:10]([CH2:12][N:13]3[CH2:14][CH2:15][NH:16][CH2:17][CH2:18]3)=[CH:11][C:5]=2[NH:4][C:3]1=[O:29]. The catalyst class is: 2. (5) Reactant: [CH3:1][N:2]([CH3:9])[C@@H:3]1[CH2:7][NH:6][C@@H:5]([CH3:8])[CH2:4]1.[NH2:10][C:11]1[C:16]([N+:17]([O-:19])=[O:18])=[CH:15][CH:14]=[C:13](F)[CH:12]=1.CCN(CC)CC. Product: [CH3:1][N:2]([CH3:9])[C@@H:3]1[CH2:7][N:6]([C:13]2[CH:12]=[C:11]([NH2:10])[C:16]([N+:17]([O-:19])=[O:18])=[CH:15][CH:14]=2)[C@@H:5]([CH3:8])[CH2:4]1. The catalyst class is: 264.